From a dataset of Forward reaction prediction with 1.9M reactions from USPTO patents (1976-2016). Predict the product of the given reaction. (1) Given the reactants [Cl:1][C:2]1[C:3]([OH:13])=[N:4][C:5]([S:11][CH3:12])=[N:6][C:7]=1[CH2:8][O:9][CH3:10].[F:14][C:15]([F:28])([F:27])[S:16](O[S:16]([C:15]([F:28])([F:27])[F:14])(=[O:18])=[O:17])(=[O:18])=[O:17].N1C(C)=CC=CC=1C.O, predict the reaction product. The product is: [F:14][C:15]([F:28])([F:27])[S:16]([O:13][C:3]1[C:2]([Cl:1])=[C:7]([CH2:8][O:9][CH3:10])[N:6]=[C:5]([S:11][CH3:12])[N:4]=1)(=[O:18])=[O:17]. (2) Given the reactants [ClH:1].Cl.N[C@@H]1CCN(C2CCCCC2(C(C2C=CC3C(=CC=CC=3)C=2)C)O)C1.C(OC(=O)[NH:34][C@@H:35]1[CH2:39][CH2:38][N:37]([C:40](=O)[CH:41]([C:52]2([OH:58])[CH2:57][CH2:56][CH2:55][CH2:54][CH2:53]2)[C:42]2[CH:51]=[CH:50][C:49]3[C:44](=[CH:45][CH:46]=[CH:47][CH:48]=3)[CH:43]=2)[CH2:36]1)(C)(C)C, predict the reaction product. The product is: [ClH:1].[ClH:1].[NH2:34][C@@H:35]1[CH2:39][CH2:38][N:37]([CH2:40][CH:41]([C:52]2([OH:58])[CH2:57][CH2:56][CH2:55][CH2:54][CH2:53]2)[C:42]2[CH:51]=[CH:50][C:49]3[C:44](=[CH:45][CH:46]=[CH:47][CH:48]=3)[CH:43]=2)[CH2:36]1. (3) Given the reactants [F:1][C:2]1[CH:3]=[C:4]([NH:10][C:11](=[NH:22])[CH2:12][C:13]([C:15]2[CH:20]=[CH:19][C:18]([F:21])=[CH:17][CH:16]=2)=[O:14])[CH:5]=[CH:6][C:7]=1[O:8][CH3:9].[C:23](OC)(=[O:26])[C:24]#[CH:25], predict the reaction product. The product is: [NH2:22][C:11]1[N:10]([C:4]2[CH:5]=[CH:6][C:7]([O:8][CH3:9])=[C:2]([F:1])[CH:3]=2)[C:23](=[O:26])[CH:24]=[CH:25][C:12]=1[C:13](=[O:14])[C:15]1[CH:16]=[CH:17][C:18]([F:21])=[CH:19][CH:20]=1. (4) Given the reactants C(N[C:6]1[N:14]=[C:13]2[C:9]([N:10]=[C:11]([O:26][CH3:27])[N:12]2[CH2:15][CH2:16][CH2:17][CH:18]2[CH2:23][CH2:22][O:21][C:20]([CH3:25])([CH3:24])[CH2:19]2)=[C:8]([NH2:28])[N:7]=1)CCC.FC(F)(F)C(O)=O.[CH:36]1([CH2:39][CH2:40][O:41]C2NC(N)=C3C(N=2)=NC(OC)=N3)[CH2:38][CH2:37]1.BrCCCC1CCOC(C)(C)C1, predict the reaction product. The product is: [CH:36]1([CH2:39][CH2:40][O:41][C:6]2[N:14]=[C:13]3[C:9]([N:10]=[C:11]([O:26][CH3:27])[N:12]3[CH2:15][CH2:16][CH2:17][CH:18]3[CH2:23][CH2:22][O:21][C:20]([CH3:25])([CH3:24])[CH2:19]3)=[C:8]([NH2:28])[N:7]=2)[CH2:38][CH2:37]1. (5) Given the reactants [CH3:1][O:2][CH:3]([C:6]1[CH:7]=[C:8]2[C:13](=[CH:14][C:15]=1[C:16]([F:19])([F:18])[F:17])[NH:12][C:11](=[O:20])[N:10]([NH:21][S:22]([CH3:25])(=[O:24])=[O:23])[C:9]2=[O:26])[CH2:4][CH3:5].[C:27](Cl)(=[O:30])[CH2:28][CH3:29], predict the reaction product. The product is: [CH3:1][O:2][CH:3]([C:6]1[CH:7]=[C:8]2[C:13](=[CH:14][C:15]=1[C:16]([F:18])([F:17])[F:19])[NH:12][C:11](=[O:20])[N:10]([N:21]([C:27](=[O:30])[CH2:28][CH3:29])[S:22]([CH3:25])(=[O:23])=[O:24])[C:9]2=[O:26])[CH2:4][CH3:5]. (6) Given the reactants C[O:2][C:3](=[O:30])/[CH:4]=[CH:5]/[C:6]1[CH:7]=[C:8]2[C:26](=[CH:27][CH:28]=1)[O:25][C:11]1([CH2:16][CH2:15][CH2:14][N:13]([CH2:17][C:18]3[CH:23]=[CH:22][C:21]([F:24])=[CH:20][CH:19]=3)[CH2:12]1)[CH2:10][C:9]2=[O:29].[OH-].[Na+], predict the reaction product. The product is: [F:24][C:21]1[CH:22]=[CH:23][C:18]([CH2:17][N:13]2[CH2:14][CH2:15][CH2:16][C:11]3([CH2:10][C:9](=[O:29])[C:8]4[C:26](=[CH:27][CH:28]=[C:6](/[CH:5]=[CH:4]/[C:3]([OH:30])=[O:2])[CH:7]=4)[O:25]3)[CH2:12]2)=[CH:19][CH:20]=1. (7) Given the reactants [NH2:1][CH:2]1[C:10]2[C:5](=[CH:6][CH:7]=[CH:8][CH:9]=2)[CH2:4][CH:3]1[NH:11][C:12]([C:14]1[NH:15][C:16]2[C:21]([CH:22]=1)=[CH:20][C:19]([Cl:23])=[CH:18][CH:17]=2)=[O:13].CCN(CC)CC.[F:31][C:32]([F:45])([F:44])[S:33](O[S:33]([C:32]([F:45])([F:44])[F:31])(=[O:35])=[O:34])(=[O:35])=[O:34].CCOC(C)=O, predict the reaction product. The product is: [Cl:23][C:19]1[CH:20]=[C:21]2[C:16](=[CH:17][CH:18]=1)[NH:15][C:14]([C:12]([NH:11][CH:3]1[CH2:4][C:5]3[C:10](=[CH:9][CH:8]=[CH:7][CH:6]=3)[CH:2]1[NH:1][S:33]([C:32]([F:45])([F:44])[F:31])(=[O:35])=[O:34])=[O:13])=[CH:22]2. (8) Given the reactants F[C:2]1[CH:3]=[C:4]2[C:9](=[CH:10][C:11]=1[N+:12]([O-:14])=[O:13])[NH:8][C:7](=[O:15])[N:6]([NH:16][S:17]([CH3:20])(=[O:19])=[O:18])[C:5]2=[O:21].[C:22]([SiH2:26][O:27][C:28]([CH3:35])([CH3:34])[C:29]1[N:30]=[CH:31][NH:32][CH:33]=1)([CH3:25])([CH3:24])[CH3:23].CN1CCN(C)C1=O, predict the reaction product. The product is: [C:22]([SiH2:26][O:27][C:28]([CH3:35])([CH3:34])[C:29]1[N:30]=[CH:31][N:32]([C:2]2[CH:3]=[C:4]3[C:9](=[CH:10][C:11]=2[N+:12]([O-:14])=[O:13])[NH:8][C:7](=[O:15])[N:6]([NH:16][S:17]([CH3:20])(=[O:19])=[O:18])[C:5]3=[O:21])[CH:33]=1)([CH3:25])([CH3:23])[CH3:24]. (9) Given the reactants [CH3:1][C:2]1[CH:7]=[CH:6][C:5]([S:8]([O:11][CH2:12][C@H:13]2[CH:22]=[CH:21][C:20]3[C:15](=[C:16]([C:24]4[CH:29]=[CH:28][CH:27]=[CH:26][C:25]=4[C:30]4[CH:35]=[CH:34][CH:33]=[CH:32][CH:31]=4)[CH:17]=[C:18]([F:23])[CH:19]=3)[O:14]2)(=[O:10])=[O:9])=[CH:4][CH:3]=1, predict the reaction product. The product is: [CH3:1][C:2]1[CH:3]=[CH:4][C:5]([S:8]([O:11][CH2:12][C@H:13]2[CH2:22][CH2:21][C:20]3[C:15](=[C:16]([C:24]4[CH:29]=[CH:28][CH:27]=[CH:26][C:25]=4[C:30]4[CH:35]=[CH:34][CH:33]=[CH:32][CH:31]=4)[CH:17]=[C:18]([F:23])[CH:19]=3)[O:14]2)(=[O:9])=[O:10])=[CH:6][CH:7]=1.